From a dataset of Full USPTO retrosynthesis dataset with 1.9M reactions from patents (1976-2016). Predict the reactants needed to synthesize the given product. (1) Given the product [CH:1]1[CH:6]=[C:5]([C:7]([F:8])([F:9])[F:10])[CH:4]=[C:3](/[C:11](/[CH2:28][C:29]2[CH:30]=[CH:31][C:32]([C:35]#[N:36])=[CH:33][CH:34]=2)=[N:12]/[NH:13][C:14]([NH:16][C:17]2[CH:18]=[CH:19][C:20]([O:23][C:24]([F:25])([F:26])[F:27])=[CH:21][CH:22]=2)=[O:15])[CH:2]=1.[CH3:37][C@@H:38]1[CH2:39][C:40]([CH3:82])=[CH:41][CH2:42][C@H:43]2[O:48][C@:47]3([O:56][C@H:55](/[C:57](/[CH3:62])=[CH:58]/[CH:59]([CH3:60])[CH3:61])[C@@H:54]([CH3:63])/[C:50](=[N:51]/[O:52][CH3:53])/[CH2:49]3)[CH2:46][C@@H:45]([O:64][C:65]([C@H:67]3[C@:72]4([OH:79])[C:73]([CH2:77][O:78][C@@H:71]4[C@H:70]([OH:80])[C:69]([CH3:81])=[CH:68]3)=[CH:74][CH:75]=[CH:76]1)=[O:66])[CH2:44]2, predict the reactants needed to synthesize it. The reactants are: [CH:1]1[CH:6]=[C:5]([C:7]([F:10])([F:9])[F:8])[CH:4]=[C:3](/[C:11](/[CH2:28][C:29]2[CH:30]=[CH:31][C:32]([C:35]#[N:36])=[CH:33][CH:34]=2)=[N:12]/[NH:13][C:14]([NH:16][C:17]2[CH:18]=[CH:19][C:20]([O:23][C:24]([F:27])([F:26])[F:25])=[CH:21][CH:22]=2)=[O:15])[CH:2]=1.[CH3:37][C@@H:38]1[CH2:39][C:40]([CH3:82])=[CH:41][CH2:42][C@H:43]2[O:48][C@:47]3([O:56][C@H:55](/[C:57](/[CH3:62])=[CH:58]/[CH:59]([CH3:61])[CH3:60])[C@@H:54]([CH3:63])/[C:50](=[N:51]/[O:52][CH3:53])/[CH2:49]3)[CH2:46][C@@H:45]([O:64][C:65]([C@H:67]3[C@:72]4([OH:79])[C:73]([CH2:77][O:78][C@@H:71]4[C@H:70]([OH:80])[C:69]([CH3:81])=[CH:68]3)=[CH:74][CH:75]=[CH:76]1)=[O:66])[CH2:44]2. (2) Given the product [C:21]([O:25][C:26](=[O:37])[NH:27][C@H:28]([C:31]1[CH:32]=[CH:33][CH:34]=[CH:35][CH:36]=1)[CH2:29][N:7]1[C:8](=[O:14])[C:9]([N+:11]([O-:13])=[O:12])=[CH:10][N:5]([CH2:4][C:3]2[C:2]([F:1])=[CH:19][CH:18]=[CH:17][C:16]=2[F:20])[C:6]1=[O:15])([CH3:22])([CH3:23])[CH3:24], predict the reactants needed to synthesize it. The reactants are: [F:1][C:2]1[CH:19]=[CH:18][CH:17]=[C:16]([F:20])[C:3]=1[CH2:4][N:5]1[CH:10]=[C:9]([N+:11]([O-:13])=[O:12])[C:8](=[O:14])[NH:7][C:6]1=[O:15].[C:21]([O:25][C:26](=[O:37])[NH:27][C@H:28]([C:31]1[CH:36]=[CH:35][CH:34]=[CH:33][CH:32]=1)[CH2:29]O)([CH3:24])([CH3:23])[CH3:22].C1(P(C2C=CC=CC=2)C2C=CC=CC=2)C=CC=CC=1.N(C(OCC)=O)=NC(OCC)=O. (3) Given the product [CH3:68][O:69][C:70]([C@@H:72]1[CH2:76][C@@H:75]([S:77]([C:80]2[CH:85]=[CH:84][CH:83]=[CH:82][C:81]=2[C:86]([F:89])([F:88])[F:87])(=[O:79])=[O:78])[CH2:74][N:73]1[C:90]1[N:91]([C:96]2[CH:101]=[CH:100][CH:99]=[C:98]([O:102][CH3:103])[CH:97]=2)[N:92]=[C:93]([CH3:95])[CH:94]=1)=[O:71], predict the reactants needed to synthesize it. The reactants are: COC([C@@H]1C[C@@H](S(C2C=CC=CC=2C(F)(F)F)(=O)=O)CN1C(=S)CC(=O)C)=O.COC([C@H]1C[C@@H](S(C2C=CC=CC=2C(F)(F)F)(=O)=O)CN1C(=S)CC(=O)C)=O.Cl.COC1C=C(NN)C=CC=1.[CH3:68][O:69][C:70]([C@H:72]1[CH2:76][C@@H:75]([S:77]([C:80]2[CH:85]=[CH:84][CH:83]=[CH:82][C:81]=2[C:86]([F:89])([F:88])[F:87])(=[O:79])=[O:78])[CH2:74][N:73]1[C:90]1[N:91]([C:96]2[CH:101]=[CH:100][CH:99]=[C:98]([O:102][CH3:103])[CH:97]=2)[N:92]=[C:93]([CH3:95])[CH:94]=1)=[O:71]. (4) Given the product [CH2:1]([N:3]1[CH:7]=[C:6]([C:27]2[CH:32]=[CH:31][N:30]=[C:29]3[NH:33][CH:34]=[CH:35][C:28]=23)[C:5]([C:17]2[CH:18]=[CH:19][C:20]([N+:23]([O-:25])=[O:24])=[CH:21][CH:22]=2)=[N:4]1)[CH3:2], predict the reactants needed to synthesize it. The reactants are: [CH2:1]([N:3]1[CH:7]=[C:6](B2OC(C)(C)C(C)(C)O2)[C:5]([C:17]2[CH:22]=[CH:21][C:20]([N+:23]([O-:25])=[O:24])=[CH:19][CH:18]=2)=[N:4]1)[CH3:2].Br[C:27]1[CH:32]=[CH:31][N:30]=[C:29]2[NH:33][CH:34]=[CH:35][C:28]=12.C(=O)([O-])[O-].[K+].[K+].